From a dataset of Forward reaction prediction with 1.9M reactions from USPTO patents (1976-2016). Predict the product of the given reaction. (1) Given the reactants C[O:2][C:3]1[C:8]([CH2:9][N:10]2[CH2:15][CH2:14][CH:13]([CH2:16][C:17]([C:19]3[CH:24]=[CH:23][CH:22]=[CH:21][C:20]=3[NH:25][S:26]([CH3:29])(=[O:28])=[O:27])=[O:18])[CH2:12][CH2:11]2)=[CH:7][CH:6]=[CH:5][N:4]=1.Cl, predict the reaction product. The product is: [O:2]=[C:3]1[C:8]([CH2:9][N:10]2[CH2:11][CH2:12][CH:13]([CH2:16][C:17]([C:19]3[CH:24]=[CH:23][CH:22]=[CH:21][C:20]=3[NH:25][S:26]([CH3:29])(=[O:28])=[O:27])=[O:18])[CH2:14][CH2:15]2)=[CH:7][CH:6]=[CH:5][NH:4]1. (2) Given the reactants [CH2:1]([O:3][C:4](=[O:16])[C:5]1[CH:10]=[C:9]([N+:11]([O-])=O)[C:8]([NH:14][CH3:15])=[N:7][CH:6]=1)[CH3:2], predict the reaction product. The product is: [CH2:1]([O:3][C:4](=[O:16])[C:5]1[CH:10]=[C:9]([NH2:11])[C:8]([NH:14][CH3:15])=[N:7][CH:6]=1)[CH3:2]. (3) Given the reactants [NH:1]1[C:9]2[C:4](=[CH:5][C:6]([CH:10]=[O:11])=[CH:7][CH:8]=2)[CH:3]=[CH:2]1.N12CCN(CC1)C[CH2:13]2, predict the reaction product. The product is: [CH3:13][N:1]1[C:9]2[C:4](=[CH:5][C:6]([CH:10]=[O:11])=[CH:7][CH:8]=2)[CH:3]=[CH:2]1. (4) Given the reactants N[C:2]1[CH:9]=[CH:8][C:5]([C:6]#[N:7])=[C:4]([C:10]([F:13])([F:12])[F:11])[C:3]=1[CH3:14].N([O-])=O.[Na+].[BrH:19], predict the reaction product. The product is: [Br:19][C:2]1[CH:9]=[CH:8][C:5]([C:6]#[N:7])=[C:4]([C:10]([F:13])([F:12])[F:11])[C:3]=1[CH3:14]. (5) Given the reactants [C:1]1([CH3:11])[CH:6]=[CH:5][CH:4]=[C:3]([CH2:7][C:8]([OH:10])=[O:9])[CH:2]=1.[Br:12]N1C(=O)CCC1=O, predict the reaction product. The product is: [Br:12][CH2:11][C:1]1[CH:2]=[C:3]([CH2:7][C:8]([OH:10])=[O:9])[CH:4]=[CH:5][CH:6]=1. (6) Given the reactants [CH2:1]([C:8]1[CH:9]=[N:10][C:11]2[N:12]([N:15]=[CH:16][C:17]=2[C:18]([OH:20])=O)[C:13]=1[CH3:14])[C:2]1[CH:7]=[CH:6][CH:5]=[CH:4][CH:3]=1.CCCP1(OP(CCC)(=O)OP(CCC)(=O)O1)=O.C(N(CC)C(C)C)(C)C.[NH2:48][CH2:49][CH2:50][O:51][CH2:52][CH2:53][OH:54], predict the reaction product. The product is: [CH2:1]([C:8]1[CH:9]=[N:10][C:11]2[N:12]([N:15]=[CH:16][C:17]=2[C:18]([NH:48][CH2:49][CH2:50][O:51][CH2:52][CH2:53][OH:54])=[O:20])[C:13]=1[CH3:14])[C:2]1[CH:3]=[CH:4][CH:5]=[CH:6][CH:7]=1. (7) Given the reactants C(OC(=O)N[N:8]1[CH2:13][CH2:12][CH:11]([CH2:14][CH2:15][O:16][CH2:17][CH:18]([NH:26][C:27]([C:29]2([NH:34][C:35]([C:37]3[S:41][C:40]4[CH:42]=[C:43]([CH3:46])[CH:44]=[CH:45][C:39]=4[CH:38]=3)=[O:36])[CH2:33][CH2:32][CH2:31][CH2:30]2)=[O:28])[CH2:19][C:20]2[CH:25]=[CH:24][CH:23]=[CH:22][CH:21]=2)[CH2:10][CH2:9]1)(C)(C)C.Cl, predict the reaction product. The product is: [CH2:19]([CH:18]([NH:26][C:27]([C:29]1([NH:34][C:35]([C:37]2[S:41][C:40]3[CH:42]=[C:43]([CH3:46])[CH:44]=[CH:45][C:39]=3[CH:38]=2)=[O:36])[CH2:30][CH2:31][CH2:32][CH2:33]1)=[O:28])[CH2:17][O:16][CH2:15][CH2:14][CH:11]1[CH2:12][CH2:13][NH:8][CH2:9][CH2:10]1)[C:20]1[CH:21]=[CH:22][CH:23]=[CH:24][CH:25]=1. (8) Given the reactants [CH2:1]([N:8]1[CH2:13][CH2:12][CH2:11][CH2:10][CH:9]1[CH2:14][NH:15][C:16]1[CH:21]=[C:20]([CH3:22])[C:19]([CH3:23])=[CH:18][C:17]=1[N+:24]([O-])=O)[C:2]1[CH:7]=[CH:6][CH:5]=[CH:4][CH:3]=1.[BH4-].[Na+], predict the reaction product. The product is: [CH2:1]([N:8]1[CH2:13][CH2:12][CH2:11][CH2:10][CH:9]1[CH2:14][NH:15][C:16]1[C:17]([NH2:24])=[CH:18][C:19]([CH3:23])=[C:20]([CH3:22])[CH:21]=1)[C:2]1[CH:7]=[CH:6][CH:5]=[CH:4][CH:3]=1. (9) Given the reactants S(OOS([O-])(=O)=O)([O-])(=O)=O.[NH4+].[NH4+].[OH-].[Na+].[F:15][C:16]([F:20])=[C:17]([F:19])[F:18].C(F)(F)=C.[F:25][C:26]([O:33][C:34]([F:41])=[C:35]([C:37]([F:40])([F:39])[F:38])[F:36])=[C:27]([F:32])[C:28]([F:31])([F:30])[F:29].[CH:42]([C:46]([F:49])([F:48])[F:47])=[C:43]([F:45])[F:44], predict the reaction product. The product is: [F:25][C:26]([O:33][C:34]([F:41])=[C:35]([C:37]([F:38])([F:40])[F:39])[F:36])=[C:27]([F:32])[C:28]([F:31])([F:30])[F:29].[F:15][C:16]([F:20])=[C:17]([F:19])[F:18].[CH:42]([C:46]([F:49])([F:48])[F:47])=[C:43]([F:45])[F:44].